Dataset: Catalyst prediction with 721,799 reactions and 888 catalyst types from USPTO. Task: Predict which catalyst facilitates the given reaction. Reactant: [CH2:1]([O:5][C:6]1[CH:11]=[CH:10][C:9]([C:12]2[S:16][C:15]([S:17]([C:20]3([C:26]([NH:28][O:29]C4CCCCO4)=[O:27])[CH2:25][CH2:24][O:23][CH2:22][CH2:21]3)(=[O:19])=[O:18])=[CH:14][CH:13]=2)=[CH:8][CH:7]=1)[CH2:2][CH2:3][CH3:4].CO.Cl. Product: [CH2:1]([O:5][C:6]1[CH:11]=[CH:10][C:9]([C:12]2[S:16][C:15]([S:17]([C:20]3([C:26]([NH:28][OH:29])=[O:27])[CH2:25][CH2:24][O:23][CH2:22][CH2:21]3)(=[O:19])=[O:18])=[CH:14][CH:13]=2)=[CH:8][CH:7]=1)[CH2:2][CH2:3][CH3:4]. The catalyst class is: 12.